This data is from Reaction yield outcomes from USPTO patents with 853,638 reactions. The task is: Predict the reaction yield, written as a fraction of the theoretical maximum amount of product (1.0 means a 100% yield; for example, 0.34 means a 34% yield). The reactants are [Cl:1][C:2]1[CH:3]=[C:4]2[C:8](=[CH:9][CH:10]=1)[NH:7][C:6](=[O:11])[C:5]2=[N:12][N:13]=[CH:14][C:15]1[NH:19][C:18]([CH3:20])=[C:17]([C:21]([NH:23][CH2:24][CH2:25][CH2:26][CH2:27][CH2:28][C:29](O)=[O:30])=[O:22])[C:16]=1[CH3:32].Cl.C(N=C=NCCCN(C)C)C.O[C:46]1[C:54]2[N:53]=N[NH:51][C:50]=2[CH:49]=[CH:48][CH:47]=1.C(N(CC)CC)C.C1(N)C=CC=CC=1N. The catalyst is [Cl-].[Na+].O.CN(C=O)C. The product is [Cl:1][C:2]1[CH:3]=[C:4]2[C:8](=[CH:9][CH:10]=1)[NH:7][C:6](=[O:11])[C:5]2=[N:12][N:13]=[CH:14][C:15]1[NH:19][C:18]([CH3:20])=[C:17]([C:21]([NH:23][CH2:24][CH2:25][CH2:26][CH2:27][CH2:28][C:29]([NH:51][C:50]2[CH:49]=[CH:48][CH:47]=[CH:46][C:54]=2[NH2:53])=[O:30])=[O:22])[C:16]=1[CH3:32]. The yield is 0.800.